This data is from Forward reaction prediction with 1.9M reactions from USPTO patents (1976-2016). The task is: Predict the product of the given reaction. (1) Given the reactants [CH3:1][C:2]1[CH:3]=[C:4]([CH:16]=[CH:17][C:18]=1[C:19]1[CH:24]=[CH:23][CH:22]=[CH:21][CH:20]=1)[C:5]([NH:7][CH2:8][CH2:9][CH2:10][CH2:11][CH2:12][C:13](O)=[O:14])=[O:6].Cl.[NH2:26][OH:27], predict the reaction product. The product is: [OH:27][NH:26][C:13]([CH2:12][CH2:11][CH2:10][CH2:9][CH2:8][NH:7][C:5](=[O:6])[C:4]1[CH:16]=[CH:17][C:18]([C:19]2[CH:24]=[CH:23][CH:22]=[CH:21][CH:20]=2)=[C:2]([CH3:1])[CH:3]=1)=[O:14]. (2) The product is: [CH3:28][O:25][C:24]([C:23]1[C:17]2[O:16][B:15]([OH:27])[C@@H:14]([NH:13][C:11](=[O:12])[CH2:10][C:6]3[CH:5]=[C:4]4[C:9](=[CH:8][CH:7]=3)[CH2:1][NH:2][CH2:3]4)[CH2:19][C:18]=2[CH:20]=[CH:21][CH:22]=1)=[O:26]. Given the reactants [CH2:1]1[C:9]2[C:4](=[CH:5][C:6]([CH2:10][C:11]([NH:13][CH:14]3[CH2:19][C:18]4[CH:20]=[CH:21][CH:22]=[C:23]([C:24]([OH:26])=[O:25])[C:17]=4[O:16][B:15]3[OH:27])=[O:12])=[CH:7][CH:8]=2)[CH2:3][NH:2]1.[CH3:28]O, predict the reaction product. (3) Given the reactants [Br:1][C:2]1[NH:15][C:5]2[C:6](=[O:14])[NH:7][CH2:8][C@@H:9]([Br:13])[C@H:10](OC)[C:4]=2[C:3]=1[Br:16], predict the reaction product. The product is: [Br:1][C:2]1[NH:15][C:5]2[C:6](=[O:14])[NH:7][CH2:8][C:9]([Br:13])=[CH:10][C:4]=2[C:3]=1[Br:16]. (4) Given the reactants [Cl:1][C:2]1[C:3]([NH:9][NH2:10])=[N:4][CH:5]=[CH:6][C:7]=1[I:8].C(N(CC)CC)C.[CH:18]1([CH2:21][C:22](Cl)=[O:23])[CH2:20][CH2:19]1.C([O-])(O)=O.[Na+], predict the reaction product. The product is: [Cl:1][C:2]1[C:3]([NH:9][NH:10][C:22](=[O:23])[CH2:21][CH:18]2[CH2:20][CH2:19]2)=[N:4][CH:5]=[CH:6][C:7]=1[I:8]. (5) Given the reactants [Cl:1][C:2]1[N:7]=[C:6](Cl)[CH:5]=[CH:4][N:3]=1.[C:9]([C:11]1[CH:12]=[CH:13][C:14]([O:19][C:20]2[CH:25]=[CH:24][CH:23]=[C:22]([C:26]([F:29])([F:28])[F:27])[CH:21]=2)=[C:15]([CH:18]=1)[C:16]#[N:17])#[CH:10].C1(P(C2C=CC=CC=2)C2C=CC=CC=2)C=CC=CC=1, predict the reaction product. The product is: [Cl:1][C:2]1[N:7]=[C:6]([C:10]#[C:9][C:11]2[CH:12]=[CH:13][C:14]([O:19][C:20]3[CH:25]=[CH:24][CH:23]=[C:22]([C:26]([F:27])([F:28])[F:29])[CH:21]=3)=[C:15]([CH:18]=2)[C:16]#[N:17])[CH:5]=[CH:4][N:3]=1. (6) Given the reactants [NH:1]1[C:9]2[C:4](=[CH:5][CH:6]=[CH:7][N:8]=2)[CH:3]=[CH:2]1.[Cl:10][C:11]1[CH:28]=[CH:27][C:14]([CH2:15][O:16][C:17]2[CH:24]=[CH:23][C:20]([CH:21]=[O:22])=[CH:19][C:18]=2[O:25][CH3:26])=[CH:13][CH:12]=1.[CH3:29]O.[OH-].[K+], predict the reaction product. The product is: [Cl:10][C:11]1[CH:28]=[CH:27][C:14]([CH2:15][O:16][C:17]2[CH:24]=[CH:23][C:20]([CH:21]([N:1]3[C:9]4=[N:8][CH:7]=[CH:6][CH:5]=[C:4]4[CH:3]=[CH:2]3)[O:22][CH3:29])=[CH:19][C:18]=2[O:25][CH3:26])=[CH:13][CH:12]=1.